From a dataset of Forward reaction prediction with 1.9M reactions from USPTO patents (1976-2016). Predict the product of the given reaction. (1) Given the reactants N[C@H]([CH:7]=[O:8])CCSC.[Br:9][C:10]1[CH:11]=[C:12]2[C:17](=[CH:18][CH:19]=1)[N:16]=[C:15](Cl)[CH:14]=[CH:13]2, predict the reaction product. The product is: [Br:9][C:10]1[CH:11]=[C:12]2[C:17](=[CH:18][CH:19]=1)[N:16]=[C:15]([O:8][CH3:7])[CH:14]=[CH:13]2. (2) Given the reactants [Br:1][C:2]1[CH:3]=[C:4]([NH:8][C:9]2[C:14]3[N:15]=[CH:16][N:17]([CH3:18])[C:13]=3[C:12]([C:19]([O-:21])=O)=[CH:11][N:10]=2)[CH:5]=[CH:6][CH:7]=1.[Na+].[CH2:23]([NH2:27])[CH:24]([CH3:26])[CH3:25].[ClH:28].O, predict the reaction product. The product is: [ClH:28].[Br:1][C:2]1[CH:3]=[C:4]([NH:8][C:9]2[C:14]3[N:15]=[CH:16][N:17]([CH3:18])[C:13]=3[C:12]([C:19]([NH:27][CH2:23][CH:24]([CH3:26])[CH3:25])=[O:21])=[CH:11][N:10]=2)[CH:5]=[CH:6][CH:7]=1. (3) The product is: [C:25]1([S:31]([N:20]2[CH2:21][CH2:22][CH:17]([CH2:16][C:15]3[C:9]4[C:10](=[N:11][CH:12]=[C:7]([C:6]5[C:2]([CH3:1])=[N:3][O:4][C:5]=5[CH3:24])[CH:8]=4)[N:13]([CH3:23])[CH:14]=3)[CH2:18][CH2:19]2)(=[O:33])=[O:32])[CH:30]=[CH:29][CH:28]=[CH:27][CH:26]=1. Given the reactants [CH3:1][C:2]1[C:6]([C:7]2[CH:8]=[C:9]3[C:15]([CH2:16][CH:17]4[CH2:22][CH2:21][NH:20][CH2:19][CH2:18]4)=[CH:14][N:13]([CH3:23])[C:10]3=[N:11][CH:12]=2)=[C:5]([CH3:24])[O:4][N:3]=1.[C:25]1([S:31](Cl)(=[O:33])=[O:32])[CH:30]=[CH:29][CH:28]=[CH:27][CH:26]=1.O, predict the reaction product. (4) The product is: [CH2:12]([O:16][CH:14]([CH3:15])[CH3:13])[C:1]1[CH:6]=[CH:5][CH:4]=[CH:3][CH:2]=1. Given the reactants [C:1]1([CH3:12])[C:2](S(OC)(=O)=O)=[CH:3][CH:4]=[CH:5][CH:6]=1.[CH3:13][C:14](C)([O-:16])[CH3:15].[K+], predict the reaction product. (5) Given the reactants Cl[C:2]1[C:3]2[C:4](=[CH:14][N:15](CC3C=CC(OC)=CC=3)[N:16]=2)[N:5]=[C:6]([C:8]2[CH:13]=[CH:12][CH:11]=[CH:10][CH:9]=2)[N:7]=1.[NH2:26][C:27]1[CH:37]=[CH:36][C:30]2[O:31][CH2:32][C:33](=[O:35])[NH:34][C:29]=2[CH:28]=1.Cl, predict the reaction product. The product is: [C:8]1([C:6]2[N:7]=[C:2]([NH:26][C:27]3[CH:37]=[CH:36][C:30]4[O:31][CH2:32][C:33](=[O:35])[NH:34][C:29]=4[CH:28]=3)[C:3]3[NH:16][N:15]=[CH:14][C:4]=3[N:5]=2)[CH:9]=[CH:10][CH:11]=[CH:12][CH:13]=1. (6) The product is: [OH:17][CH:16]([C:6]1[C:7]2[N:8]([N:9]=[C:10]([C:12]([F:15])([F:14])[F:13])[N:11]=2)[C:3]([O:2][CH3:1])=[CH:4][CH:5]=1)[CH2:18][CH3:19]. Given the reactants [CH3:1][O:2][C:3]1[N:8]2[N:9]=[C:10]([C:12]([F:15])([F:14])[F:13])[N:11]=[C:7]2[C:6]([CH:16]=[O:17])=[CH:5][CH:4]=1.[CH2:18]([Mg]Br)[CH3:19].C(=O)([O-])O.[Na+], predict the reaction product. (7) The product is: [F:16][C:2]1[C:11]2[C:6](=[CH:7][CH:8]=[CH:9][CH:10]=2)[C:5]([O:12][CH2:13][CH2:14][CH3:15])=[CH:4][N:3]=1. Given the reactants Cl[C:2]1[C:11]2[C:6](=[CH:7][CH:8]=[CH:9][CH:10]=2)[C:5]([O:12][CH2:13][CH2:14][CH3:15])=[CH:4][N:3]=1.[F-:16].[Cs+], predict the reaction product. (8) Given the reactants [CH3:1][O:2][C:3](=[O:24])[CH2:4][C:5]1[CH:6]=[C:7]([C:12]2[CH:17]=[CH:16][C:15]([C:18]([F:21])([F:20])[F:19])=[CH:14][C:13]=2[CH:22]=O)[C:8]([F:11])=[CH:9][CH:10]=1.[CH2:25]1[C:33]2[C:28](=[CH:29][CH:30]=[CH:31][CH:32]=2)[C@H:27]([NH2:34])[C@@H:26]1[OH:35], predict the reaction product. The product is: [CH3:1][O:2][C:3](=[O:24])[CH2:4][C:5]1[CH:6]=[C:7]([C:12]2[CH:17]=[CH:16][C:15]([C:18]([F:21])([F:19])[F:20])=[CH:14][C:13]=2[CH2:22][NH:34][C@H:27]2[C:28]3[C:33](=[CH:32][CH:31]=[CH:30][CH:29]=3)[CH2:25][C@H:26]2[OH:35])[C:8]([F:11])=[CH:9][CH:10]=1. (9) The product is: [Cl:1][C:2]1[CH:7]=[CH:6][CH:5]=[CH:4][C:3]=1[CH:8]([O:10][C:11]([NH:12][C:13]1[C:14]([CH3:26])=[N:15][O:16][C:17]=1[C:18]1[CH:23]=[CH:22][C:21]([CH2:24][S:28][C:29]2[CH:30]=[CH:31][C:32]([CH2:35][C:36]([OH:38])=[O:37])=[CH:33][CH:34]=2)=[CH:20][CH:19]=1)=[O:27])[CH3:9]. Given the reactants [Cl:1][C:2]1[CH:7]=[CH:6][CH:5]=[CH:4][C:3]=1[CH:8]([O:10][C:11](=[O:27])[NH:12][C:13]1[C:14]([CH3:26])=[N:15][O:16][C:17]=1[C:18]1[CH:23]=[CH:22][C:21]([CH2:24]Cl)=[CH:20][CH:19]=1)[CH3:9].[SH:28][C:29]1[CH:34]=[CH:33][C:32]([CH2:35][C:36]([OH:38])=[O:37])=[CH:31][CH:30]=1.C(=O)([O-])[O-].[K+].[K+], predict the reaction product.